From a dataset of Experimentally validated miRNA-target interactions with 360,000+ pairs, plus equal number of negative samples. Binary Classification. Given a miRNA mature sequence and a target amino acid sequence, predict their likelihood of interaction. (1) The protein sequence of the target gene is MAVPPRGRGIDPARTNPDTFPPSGARCMEPSPERPACSQQEPTLGMDAMASEHRDVLVLLPSREQLRLAVGVKATGRELFQQVCNVASIRDAQFFGLCVVRNNEYIFMDLEQKLSKYFSKDWKKERNEGNEKPRAPFVAFLRVQHYVENGRVISDHRARHLYYCHLKERVLRSQCAHREEAYFLLAACALQADLGEHRESAHAGRYFEPHSYFPQWIITKRGIDYILRHMPTLHRERQGLSPKEAMLCFIQEACRLEDVPVHFFRLHKDKKEGRPTVILGLALRGVHIYQGKKLEIQLDG.... The miRNA is hsa-miR-1200 with sequence CUCCUGAGCCAUUCUGAGCCUC. Result: 0 (no interaction). (2) The miRNA is hsa-miR-4632-5p with sequence GAGGGCAGCGUGGGUGUGGCGGA. The protein sequence of the target gene is MQCHRDLALSQALWGWQLSKQSGWAHPSLPHSPLPSTVHSCSWAPPHLQRHLPLATVSPGTTQLTQGPAGRTLGQTQASCPEPRPSMDAVDATMEKLRAQCLSRGASGIQGLARFFRQLDRDGSRSLDADEFRQGLAKLGLVLDQAEAEGVCRKWDRNGSGTLDLEEFLRALRPPMSQAREAVIAAAFAKLDRSGDGVVTVDDLRGVYSGRAHPKVRSGEWTEDEVLRRFLDNFDSSEKDGQVTLAEFQDYYSGVSASMNTDEEFVAMMTSAWQL. Result: 1 (interaction). (3) The miRNA is hsa-miR-4537 with sequence UGAGCCGAGCUGAGCUUAGCUG. The protein sequence of the target gene is MDDKAFTKELDQWVEQLNECKQLNENQVRTLCEKAKEILTKESNVQEVRCPVTVCGDVHGQFHDLMELFRIGGKSPDTNYLFMGDYVDRGYYSVETVTLLVALKVRYPERITILRGNHESRQITQVYGFYDECLRKYGNANVWKYFTDLFDYLPLTALVDGQIFCLHGGLSPSIDTLDHIRALDRLQEVPHEGPMCDLLWSDPDDRGGWGISPRGAGYTFGQDISETFNHANGLTLVSRAHQLVMEGYNWCHDRNVVTIFSAPNYCYRCGNQAAIMELDDTLKYSFLQFDPAPRRGEPHV.... Result: 0 (no interaction). (4) The miRNA is hsa-miR-603 with sequence CACACACUGCAAUUACUUUUGC. The protein sequence of the target gene is MALSGNCSRYYPREQGSAVPNSFPEVVELNVGGQVYFTRHSTLISIPHSLLWKMFSPKRDTANDLAKDSKGRFFIDRDGFLFRYILDYLRDRQVVLPDHFPEKGRLKREAEYFQLPDLVKLLTPDEIKQSPDEFCHSDFEDASQGSDTRICPPSSLLPADRKWGFITVGYRGSCTLGREGQADAKFRRVPRILVCGRISLAKEVFGETLNESRDPDRAPERYTSRFYLKFKHLERAFDMLSECGFHMVACNSSVTASFINQYTDDKIWSSYTEYVFYREPSRWSPSHCDCCCKNGKGDKE.... Result: 1 (interaction).